From a dataset of Forward reaction prediction with 1.9M reactions from USPTO patents (1976-2016). Predict the product of the given reaction. The product is: [CH3:39][C:36]1([CH3:38])[O:40][C@@H:30]([C@@H:48]([OH:42])[C@@H:49]([OH:50])[CH2:51][N:10]2[C:19]3[CH:18]=[CH:17][CH:16]=[C:15]4[C:20]([CH3:23])([CH3:24])[CH2:21][CH2:22][N:13]([C:14]=34)[C:12](=[O:25])[C:11]2=[O:26])[CH2:31][O:32]1. Given the reactants CC1(C)O[C@@H](/C=C\C[N:10]2[C:19]3[CH:18]=[CH:17][CH:16]=[C:15]4[C:20]([CH3:24])([CH3:23])[CH2:21][CH2:22][N:13]([C:14]=34)[C:12](=[O:25])[C:11]2=[O:26])CO1.C[N+]1([O-])CC[O:32][CH2:31][CH2:30]1.[C:36]([O:40]O)([CH3:39])([CH3:38])C.[OH:42]S([O-])(=O)=O.[Na+].[CH3:48][C:49]([CH3:51])=[O:50], predict the reaction product.